This data is from Forward reaction prediction with 1.9M reactions from USPTO patents (1976-2016). The task is: Predict the product of the given reaction. The product is: [CH:21]1([N:18]2[CH2:17][CH2:16][N:15]([C:13](=[O:14])[CH2:12][N:7]3[CH2:6][CH2:5][C:4]4[C:9](=[CH:10][CH:11]=[C:2]([C:30]5[N:31]=[N:32][CH:33]=[CH:34][CH:35]=5)[CH:3]=4)[CH2:8]3)[CH2:20][CH2:19]2)[CH2:22][CH2:23][CH2:24]1. Given the reactants Br[C:2]1[CH:3]=[C:4]2[C:9](=[CH:10][CH:11]=1)[CH2:8][N:7]([CH2:12][C:13]([N:15]1[CH2:20][CH2:19][N:18]([CH:21]3[CH2:24][CH2:23][CH2:22]3)[CH2:17][CH2:16]1)=[O:14])[CH2:6][CH2:5]2.C([Sn](CCCC)(CCCC)[C:30]1[N:31]=[N:32][CH:33]=[CH:34][CH:35]=1)CCC.C1(C)C=CC=CC=1, predict the reaction product.